From a dataset of Forward reaction prediction with 1.9M reactions from USPTO patents (1976-2016). Predict the product of the given reaction. (1) Given the reactants C(N(CC)CC)C.[Br:8][C:9]1[CH:14]=[CH:13][C:12]([C:15]([N:17]2[CH2:21][CH2:20][CH2:19][C@H:18]2[CH2:22]O)=[O:16])=[CH:11][CH:10]=1.CS(Cl)(=O)=O.C(=O)([O-])O.[Na+].[C:34]([O-:37])(=[S:36])[CH3:35].[K+], predict the reaction product. The product is: [C:34](=[O:37])([S:36][CH2:22][C@@H:18]1[CH2:19][CH2:20][CH2:21][N:17]1[C:15](=[O:16])[C:12]1[CH:11]=[CH:10][C:9]([Br:8])=[CH:14][CH:13]=1)[CH3:35]. (2) Given the reactants [CH2:1]([O:8][C:9]1[CH:14]=[CH:13][C:12]([N+:15]([O-])=O)=[C:11]([F:18])[CH:10]=1)[C:2]1[CH:7]=[CH:6][CH:5]=[CH:4][CH:3]=1.[Cl-].[NH4+], predict the reaction product. The product is: [CH2:1]([O:8][C:9]1[CH:14]=[CH:13][C:12]([NH2:15])=[C:11]([F:18])[CH:10]=1)[C:2]1[CH:3]=[CH:4][CH:5]=[CH:6][CH:7]=1. (3) Given the reactants [F:1][C:2]1[C:11]([OH:12])=[CH:10][CH:9]=[C:8]([F:13])[C:3]=1[C:4]([O:6]C)=[O:5].[CH2:14]([OH:20])[CH2:15][O:16][CH2:17][CH2:18]O.[CH3:21]OC.C1C=CC(P(C2C=CC=CC=2)C2C=CC=CC=2)=CC=1.CC(OC(/N=N/C(OC(C)C)=O)=O)C.[OH-].[Na+], predict the reaction product. The product is: [F:1][C:2]1[C:11]([O:12][CH2:18][CH2:17][O:16][CH2:15][CH2:14][O:20][CH3:21])=[CH:10][CH:9]=[C:8]([F:13])[C:3]=1[C:4]([OH:6])=[O:5]. (4) Given the reactants [O:1]1[C:5]2[CH:6]=[CH:7][CH:8]=[CH:9][C:4]=2[N:3]=[C:2]1[NH:10][C:11]([CH:13]([C:22]1[CH:30]=[CH:29][C:25]([C:26]([OH:28])=O)=[CH:24][CH:23]=1)[CH2:14][C:15]1[CH:20]=[CH:19][C:18]([F:21])=[CH:17][CH:16]=1)=[O:12].C1C=[N:35]C2N(O)N=NC=2C=1.CCN=C=NCCCN(C)C.Cl.CCN(C(C)C)C(C)C.[NH4+].[Cl-], predict the reaction product. The product is: [O:1]1[C:5]2[CH:6]=[CH:7][CH:8]=[CH:9][C:4]=2[N:3]=[C:2]1[NH:10][C:11]([CH:13]([C:22]1[CH:23]=[CH:24][C:25]([C:26]([NH2:35])=[O:28])=[CH:29][CH:30]=1)[CH2:14][C:15]1[CH:20]=[CH:19][C:18]([F:21])=[CH:17][CH:16]=1)=[O:12]. (5) Given the reactants Br[C:2]1[C:3]([N:22]([CH3:27])[S:23]([CH3:26])(=[O:25])=[O:24])=[CH:4][C:5]2[O:9][C:8]([N:10]3[CH:15]=[CH:14][CH:13]=[CH:12][C:11]3=[O:16])=[C:7]([C:17]([NH:19][CH3:20])=[O:18])[C:6]=2[CH:21]=1.[B:28]1([B:28]2[O:32][C:31]([CH3:34])([CH3:33])[C:30]([CH3:36])([CH3:35])[O:29]2)[O:32][C:31]([CH3:34])([CH3:33])[C:30]([CH3:36])([CH3:35])[O:29]1.CC([O-])=O.[K+], predict the reaction product. The product is: [CH3:20][NH:19][C:17]([C:7]1[C:6]2[CH:21]=[C:2]([B:28]3[O:32][C:31]([CH3:34])([CH3:33])[C:30]([CH3:36])([CH3:35])[O:29]3)[C:3]([N:22]([CH3:27])[S:23]([CH3:26])(=[O:25])=[O:24])=[CH:4][C:5]=2[O:9][C:8]=1[N:10]1[CH:15]=[CH:14][CH:13]=[CH:12][C:11]1=[O:16])=[O:18]. (6) Given the reactants [F:1][CH:2]([F:13])[O:3][C:4]1[CH:11]=[CH:10][C:7]([CH:8]=[O:9])=[CH:6][C:5]=1[OH:12].[Br:14][C:15]1[CH:20]=[C:19]([N+:21]([O-:23])=[O:22])[CH:18]=[CH:17][C:16]=1F.[F-].[K+], predict the reaction product. The product is: [F:1][CH:2]([F:13])[O:3][C:4]1[CH:11]=[CH:10][C:7]([CH:8]=[O:9])=[CH:6][C:5]=1[O:12][C:16]1[CH:17]=[CH:18][C:19]([N+:21]([O-:23])=[O:22])=[CH:20][C:15]=1[Br:14]. (7) Given the reactants [CH2:1]([N:8]1[C:12]2[C:13](Cl)=[N:14][CH:15]=[CH:16][C:11]=2[N:10]([CH2:18][C:19]2[CH:26]=[CH:25][CH:24]=[CH:23][C:20]=2[C:21]#[N:22])[C:9]1=[O:27])[C:2]1[CH:7]=[CH:6][CH:5]=[CH:4][CH:3]=1.C(OC([N:35]1[CH2:40][CH2:39][NH:38][CH2:37][CH2:36]1)=O)(C)(C)C, predict the reaction product. The product is: [CH2:1]([N:8]1[C:12]2[C:13]([N:35]3[CH2:40][CH2:39][NH:38][CH2:37][CH2:36]3)=[N:14][CH:15]=[CH:16][C:11]=2[N:10]([CH2:18][C:19]2[CH:26]=[CH:25][CH:24]=[CH:23][C:20]=2[C:21]#[N:22])[C:9]1=[O:27])[C:2]1[CH:7]=[CH:6][CH:5]=[CH:4][CH:3]=1. (8) Given the reactants C(NC(C)C)(C)C.[Li]CCCC.[F:13][C:14]1[CH:19]=[CH:18][CH:17]=[CH:16][C:15]=1[I:20].CN([CH:24]=[O:25])C, predict the reaction product. The product is: [F:13][C:14]1[C:15]([I:20])=[CH:16][CH:17]=[CH:18][C:19]=1[CH:24]=[O:25]. (9) Given the reactants [F:1][C:2]([F:34])([F:33])[C:3]1[CH:4]=[C:5]([C@H:13]([O:15][C@H:16]2[O:24][CH2:23][C@@H:19]3[CH2:20][NH:21][CH2:22][C@H:18]3[C@@H:17]2[C:25]2[CH:30]=[CH:29][C:28]([F:31])=[CH:27][C:26]=2[CH3:32])[CH3:14])[CH:6]=[C:7]([C:9]([F:12])([F:11])[F:10])[CH:8]=1.CC(C)([O-])C.[Na+].Br[C:42]1[CH:43]=[CH:44][C:45]([O:48][CH3:49])=[N:46][CH:47]=1, predict the reaction product. The product is: [F:34][C:2]([F:1])([F:33])[C:3]1[CH:4]=[C:5]([C@H:13]([O:15][C@H:16]2[O:24][CH2:23][C@@H:19]3[CH2:20][N:21]([C:42]4[CH:47]=[N:46][C:45]([O:48][CH3:49])=[CH:44][CH:43]=4)[CH2:22][C@H:18]3[C@@H:17]2[C:25]2[CH:30]=[CH:29][C:28]([F:31])=[CH:27][C:26]=2[CH3:32])[CH3:14])[CH:6]=[C:7]([C:9]([F:12])([F:10])[F:11])[CH:8]=1.